From a dataset of Forward reaction prediction with 1.9M reactions from USPTO patents (1976-2016). Predict the product of the given reaction. (1) Given the reactants [OH:1][CH2:2][C:3]1[CH:8]=[C:7]([N+:9]([O-])=O)[CH:6]=[CH:5][C:4]=1[N:12]1[CH2:17][CH2:16][N:15]([C:18]([O:20][C:21]([CH3:24])([CH3:23])[CH3:22])=[O:19])[CH2:14][C@@H:13]1[CH3:25].[H][H], predict the reaction product. The product is: [NH2:9][C:7]1[CH:6]=[CH:5][C:4]([N:12]2[CH2:17][CH2:16][N:15]([C:18]([O:20][C:21]([CH3:22])([CH3:23])[CH3:24])=[O:19])[CH2:14][C@@H:13]2[CH3:25])=[C:3]([CH2:2][OH:1])[CH:8]=1. (2) Given the reactants Cl[C:2]1[C:7]([N+:8]([O-:10])=[O:9])=[CH:6][CH:5]=[C:4]([O:11][CH3:12])[N:3]=1.[CH3:13][O:14][CH:15]([O:18][CH3:19])[CH2:16][NH2:17].C(=O)([O-])[O-].[K+].[K+], predict the reaction product. The product is: [CH3:13][O:14][CH:15]([O:18][CH3:19])[CH2:16][NH:17][C:2]1[C:7]([N+:8]([O-:10])=[O:9])=[CH:6][CH:5]=[C:4]([O:11][CH3:12])[N:3]=1.